From a dataset of Full USPTO retrosynthesis dataset with 1.9M reactions from patents (1976-2016). Predict the reactants needed to synthesize the given product. (1) Given the product [CH2:11]([C:18]1[CH:19]=[CH:20][C:21]2[S:25][C:24]([C:2]3[CH:9]=[CH:8][C:5]([CH:6]=[O:7])=[CH:4][C:3]=3[F:10])=[CH:23][C:22]=2[CH:26]=1)[C:12]1[CH:13]=[CH:14][CH:15]=[CH:16][CH:17]=1, predict the reactants needed to synthesize it. The reactants are: Br[C:2]1[CH:9]=[CH:8][C:5]([CH:6]=[O:7])=[CH:4][C:3]=1[F:10].[CH2:11]([C:18]1[CH:19]=[CH:20][C:21]2[S:25][CH:24]=[CH:23][C:22]=2[CH:26]=1)[C:12]1[CH:17]=[CH:16][CH:15]=[CH:14][CH:13]=1.C([O-])(=O)C.[K+]. (2) Given the product [N:1]([CH2:4][CH2:5][O:6][CH2:7][CH2:8][O:9][CH2:10][CH2:11][O:12][CH2:13][CH2:14][NH:15][C:20](=[O:21])[CH2:19][O:18][CH2:17][C:16]([OH:23])=[O:22])=[N+:2]=[N-:3], predict the reactants needed to synthesize it. The reactants are: [N:1]([CH2:4][CH2:5][O:6][CH2:7][CH2:8][O:9][CH2:10][CH2:11][O:12][CH2:13][CH2:14][NH2:15])=[N+:2]=[N-:3].[C:16]1(=[O:23])[O:22][C:20](=[O:21])[CH2:19][O:18][CH2:17]1.O.C(#N)C. (3) Given the product [N:11]1([C:20]2[N:28]=[C:27]3[C:23]([N:24]([C:37]([O:39][C:40]([CH3:43])([CH3:42])[CH3:41])=[O:38])[C:25](=[O:36])[N:26]3[CH:29]3[CH2:30][CH2:31][C:32](=[O:35])[CH2:33][CH2:34]3)=[CH:22][N:21]=2)[C:15]2[CH:16]=[CH:17][CH:18]=[CH:19][C:14]=2[N:13]=[CH:12]1, predict the reactants needed to synthesize it. The reactants are: C(Cl)(=O)C(Cl)=O.CS(C)=O.[N:11]1([C:20]2[N:28]=[C:27]3[C:23]([N:24]([C:37]([O:39][C:40]([CH3:43])([CH3:42])[CH3:41])=[O:38])[C:25](=[O:36])[N:26]3[C@H:29]3[CH2:34][CH2:33][C@H:32]([OH:35])[CH2:31][CH2:30]3)=[CH:22][N:21]=2)[C:15]2[CH:16]=[CH:17][CH:18]=[CH:19][C:14]=2[N:13]=[CH:12]1.C(N(CC)CC)C. (4) Given the product [C:1]([C:4]1[CH:5]=[CH:6][C:7]([NH:10][CH2:11][C:12]2[N:16]([CH3:17])[C:15]3[CH:18]=[CH:19][C:20]([C@@:22]([NH:31][CH2:32][C:33]([OH:35])=[O:34])([C:24]([N:26]4[CH2:30][CH2:29][CH2:28][CH2:27]4)=[O:25])[CH3:23])=[CH:21][C:14]=3[N:13]=2)=[CH:8][CH:9]=1)(=[NH:2])[NH2:3], predict the reactants needed to synthesize it. The reactants are: [C:1]([C:4]1[CH:9]=[CH:8][C:7]([NH:10][CH2:11][C:12]2[N:16]([CH3:17])[C:15]3[CH:18]=[CH:19][C:20]([C@@:22]([NH:31][CH2:32][C:33]([O:35]CCC)=[O:34])([C:24]([N:26]4[CH2:30][CH2:29][CH2:28][CH2:27]4)=[O:25])[CH3:23])=[CH:21][C:14]=3[N:13]=2)=[CH:6][CH:5]=1)(=[NH:3])[NH2:2].C1(C)C=CC(S([O-])(=O)=O)=CC=1.[OH-].[Na+].O.C1(C)C=CC(S(O)(=O)=O)=CC=1. (5) Given the product [CH3:35][N:33]([CH3:34])[C:32]([C:9]1[CH:8]=[C:7]([CH2:6][CH2:5][C:4]([OH:37])=[O:3])[CH:12]=[CH:11][C:10]=1[NH:13][C:14]([C:16]1[C:17]([C:22]2[CH:27]=[CH:26][C:25]([C:28]([F:31])([F:29])[F:30])=[CH:24][CH:23]=2)=[CH:18][CH:19]=[CH:20][CH:21]=1)=[O:15])=[O:36], predict the reactants needed to synthesize it. The reactants are: C([O:3][C:4](=[O:37])[CH2:5][CH2:6][C:7]1[CH:12]=[CH:11][C:10]([NH:13][C:14]([C:16]2[C:17]([C:22]3[CH:27]=[CH:26][C:25]([C:28]([F:31])([F:30])[F:29])=[CH:24][CH:23]=3)=[CH:18][CH:19]=[CH:20][CH:21]=2)=[O:15])=[C:9]([C:32](=[O:36])[N:33]([CH3:35])[CH3:34])[CH:8]=1)C.[OH-].[Na+]. (6) Given the product [CH2:1]([O:3][C:4]1[CH:5]=[C:6]([O:10][C:11]2[CH:12]=[CH:13][C:14]([NH2:17])=[CH:15][CH:16]=2)[CH:7]=[CH:8][CH:9]=1)[CH3:2], predict the reactants needed to synthesize it. The reactants are: [CH2:1]([O:3][C:4]1[CH:9]=[CH:8][CH:7]=[C:6]([O:10][C:11]2[CH:16]=[CH:15][C:14]([N+:17]([O-])=O)=[CH:13][CH:12]=2)[CH:5]=1)[CH3:2].O.[Sn](Cl)(Cl)(Cl)Cl. (7) The reactants are: Br[C:2]1[C:10]([N+:11]([O-:13])=[O:12])=[CH:9][CH:8]=[CH:7][C:3]=1[C:4]([OH:6])=[O:5].[CH:14]1([NH2:17])[CH2:16][CH2:15]1. Given the product [CH:14]1([NH:17][C:2]2[C:10]([N+:11]([O-:13])=[O:12])=[CH:9][CH:8]=[CH:7][C:3]=2[C:4]([OH:6])=[O:5])[CH2:16][CH2:15]1, predict the reactants needed to synthesize it.